The task is: Predict the reactants needed to synthesize the given product.. This data is from Full USPTO retrosynthesis dataset with 1.9M reactions from patents (1976-2016). (1) Given the product [F:18][C:7]1[CH:6]=[C:5]([CH2:4][O:29][C:27]2[CH:26]=[CH:25][CH:24]=[C:23]3[C:28]=2[N:19]=[CH:20][CH:21]=[CH:22]3)[CH:10]=[CH:9][C:8]=1/[CH:11]=[CH:12]/[C:13]([O:15][CH2:16][CH3:17])=[O:14], predict the reactants needed to synthesize it. The reactants are: [H-].[Na+].Br[CH2:4][C:5]1[CH:10]=[CH:9][C:8](/[CH:11]=[CH:12]/[C:13]([O:15][CH2:16][CH3:17])=[O:14])=[C:7]([F:18])[CH:6]=1.[N:19]1[C:28]2[C:23](=[CH:24][CH:25]=[CH:26][C:27]=2[OH:29])[CH:22]=[CH:21][CH:20]=1.CN(C=O)C. (2) Given the product [CH2:17]([O:10][C:4]1[CH:5]=[C:6]([O:7][CH2:24][CH:22]=[CH2:21])[CH:8]=[CH:9][C:3]=1[CH2:1][CH3:2])[CH:18]=[CH2:19], predict the reactants needed to synthesize it. The reactants are: [CH2:1]([C:3]1[CH:9]=[CH:8][C:6]([OH:7])=[CH:5][C:4]=1[OH:10])[CH3:2].C(=O)([O-])[O-].[K+].[K+].[CH2:17](Br)[CH:18]=[CH2:19].[CH3:21][C:22]([CH3:24])=O. (3) Given the product [Cl:1][C:2]1[CH:3]=[C:4]([CH:5]=[CH:6][CH:7]=1)[CH2:8][N:9]([CH3:10])[C:26](=[O:28])[CH2:25][N:23]1[CH:24]=[C:19]([C:16]2[CH:15]=[CH:14][C:13]([O:12][CH3:11])=[CH:18][CH:17]=2)[CH:20]=[CH:21][C:22]1=[O:29], predict the reactants needed to synthesize it. The reactants are: [Cl:1][C:2]1[CH:3]=[C:4]([CH2:8][NH:9][CH3:10])[CH:5]=[CH:6][CH:7]=1.[CH3:11][O:12][C:13]1[CH:18]=[CH:17][C:16]([C:19]2[CH:20]=[CH:21][C:22](=[O:29])[N:23]([CH2:25][C:26]([OH:28])=O)[CH:24]=2)=[CH:15][CH:14]=1.OC1C2N=NNC=2C=CC=1.CCN=C=NCCCN(C)C.Cl.